From a dataset of Forward reaction prediction with 1.9M reactions from USPTO patents (1976-2016). Predict the product of the given reaction. (1) Given the reactants [F:1][C:2]1[CH:7]=[CH:6][C:5]([NH:8][C:9]2[CH:14]=[CH:13][N:12]=[C:11]([NH:15][C:16]3[CH:32]=[CH:31][C:19]([C:20]([N:22]([CH3:30])C4CCN(C)CC4)=[O:21])=[CH:18][CH:17]=3)[N:10]=2)=[CH:4][C:3]=1[CH3:33].[C:34]([O:38][C:39]([N:41]1[CH2:46][CH2:45][CH2:44][CH:43](NC)[CH2:42]1)=[O:40])([CH3:37])([CH3:36])[CH3:35], predict the reaction product. The product is: [C:34]([O:38][C:39]([N:41]1[CH2:46][CH2:45][CH2:44][CH:43]([N:22]([C:20](=[O:21])[C:19]2[CH:31]=[CH:32][C:16]([NH:15][C:11]3[N:10]=[C:9]([NH:8][C:5]4[CH:6]=[CH:7][C:2]([F:1])=[C:3]([CH3:33])[CH:4]=4)[CH:14]=[CH:13][N:12]=3)=[CH:17][CH:18]=2)[CH3:30])[CH2:42]1)=[O:40])([CH3:37])([CH3:35])[CH3:36]. (2) Given the reactants [Cl:1][C:2]1[C:11]2[C:6](=[CH:7][CH:8]=[CH:9][CH:10]=2)[C:5]([O:12][C:13]([CH3:18])([CH3:17])[C:14]([OH:16])=O)=[CH:4][CH:3]=1.[C:19]([O:23][C:24]([CH3:27])([CH3:26])[CH3:25])(=[O:22])[NH:20][NH2:21], predict the reaction product. The product is: [Cl:1][C:2]1[C:11]2[C:6](=[CH:7][CH:8]=[CH:9][CH:10]=2)[C:5]([O:12][C:13]([CH3:18])([CH3:17])[C:14]([NH:21][NH:20][C:19]([O:23][C:24]([CH3:27])([CH3:26])[CH3:25])=[O:22])=[O:16])=[CH:4][CH:3]=1. (3) Given the reactants [Br:1][C:2]1[C:7]([CH3:8])=[C:6]([Br:9])[N:5]=[C:4]([Cl:10])[C:3]=1[NH2:11].[H-].[Na+].[CH2:14](Br)[CH:15]=[CH2:16], predict the reaction product. The product is: [CH2:16]([NH:11][C:3]1[C:4]([Cl:10])=[N:5][C:6]([Br:9])=[C:7]([CH3:8])[C:2]=1[Br:1])[CH:15]=[CH2:14].